This data is from NCI-60 drug combinations with 297,098 pairs across 59 cell lines. The task is: Regression. Given two drug SMILES strings and cell line genomic features, predict the synergy score measuring deviation from expected non-interaction effect. (1) Drug 1: C1CCC(C1)C(CC#N)N2C=C(C=N2)C3=C4C=CNC4=NC=N3. Drug 2: N.N.Cl[Pt+2]Cl. Cell line: M14. Synergy scores: CSS=-18.0, Synergy_ZIP=6.12, Synergy_Bliss=0.100, Synergy_Loewe=-9.67, Synergy_HSA=-9.89. (2) Drug 1: CC1=C(C(=CC=C1)Cl)NC(=O)C2=CN=C(S2)NC3=CC(=NC(=N3)C)N4CCN(CC4)CCO. Drug 2: CC12CCC3C(C1CCC2O)C(CC4=C3C=CC(=C4)O)CCCCCCCCCS(=O)CCCC(C(F)(F)F)(F)F. Cell line: KM12. Synergy scores: CSS=-6.66, Synergy_ZIP=0.206, Synergy_Bliss=-3.77, Synergy_Loewe=-11.5, Synergy_HSA=-10.1. (3) Drug 1: CS(=O)(=O)CCNCC1=CC=C(O1)C2=CC3=C(C=C2)N=CN=C3NC4=CC(=C(C=C4)OCC5=CC(=CC=C5)F)Cl. Drug 2: C1CC(=O)NC(=O)C1N2C(=O)C3=CC=CC=C3C2=O. Cell line: TK-10. Synergy scores: CSS=22.9, Synergy_ZIP=-0.475, Synergy_Bliss=3.52, Synergy_Loewe=-17.1, Synergy_HSA=2.08. (4) Drug 1: CC(C)(C#N)C1=CC(=CC(=C1)CN2C=NC=N2)C(C)(C)C#N. Drug 2: CC1CCC2CC(C(=CC=CC=CC(CC(C(=O)C(C(C(=CC(C(=O)CC(OC(=O)C3CCCCN3C(=O)C(=O)C1(O2)O)C(C)CC4CCC(C(C4)OC)O)C)C)O)OC)C)C)C)OC. Cell line: HCT116. Synergy scores: CSS=-3.32, Synergy_ZIP=1.42, Synergy_Bliss=1.61, Synergy_Loewe=-5.97, Synergy_HSA=-5.03. (5) Drug 1: COC1=C(C=C2C(=C1)N=CN=C2NC3=CC(=C(C=C3)F)Cl)OCCCN4CCOCC4. Drug 2: CC12CCC3C(C1CCC2=O)CC(=C)C4=CC(=O)C=CC34C. Cell line: NCIH23. Synergy scores: CSS=31.1, Synergy_ZIP=-0.0583, Synergy_Bliss=-1.45, Synergy_Loewe=-3.28, Synergy_HSA=0.183. (6) Drug 1: C#CCC(CC1=CN=C2C(=N1)C(=NC(=N2)N)N)C3=CC=C(C=C3)C(=O)NC(CCC(=O)O)C(=O)O. Drug 2: CC(C)NC(=O)C1=CC=C(C=C1)CNNC.Cl. Cell line: SNB-19. Synergy scores: CSS=-3.23, Synergy_ZIP=2.43, Synergy_Bliss=-2.24, Synergy_Loewe=-1.06, Synergy_HSA=-6.63. (7) Drug 1: C1CCN(CC1)CCOC2=CC=C(C=C2)C(=O)C3=C(SC4=C3C=CC(=C4)O)C5=CC=C(C=C5)O. Drug 2: CC1=C(C(=O)C2=C(C1=O)N3CC4C(C3(C2COC(=O)N)OC)N4)N. Cell line: SF-268. Synergy scores: CSS=20.7, Synergy_ZIP=0.887, Synergy_Bliss=2.35, Synergy_Loewe=-21.2, Synergy_HSA=-2.45. (8) Drug 1: CN1C2=C(C=C(C=C2)N(CCCl)CCCl)N=C1CCCC(=O)O.Cl. Drug 2: CC12CCC3C(C1CCC2OP(=O)(O)O)CCC4=C3C=CC(=C4)OC(=O)N(CCCl)CCCl.[Na+]. Cell line: NCI-H460. Synergy scores: CSS=21.2, Synergy_ZIP=0.524, Synergy_Bliss=6.64, Synergy_Loewe=5.69, Synergy_HSA=4.91. (9) Drug 1: CCC1=CC2CC(C3=C(CN(C2)C1)C4=CC=CC=C4N3)(C5=C(C=C6C(=C5)C78CCN9C7C(C=CC9)(C(C(C8N6C)(C(=O)OC)O)OC(=O)C)CC)OC)C(=O)OC.C(C(C(=O)O)O)(C(=O)O)O. Drug 2: C1CCC(C(C1)N)N.C(=O)(C(=O)[O-])[O-].[Pt+4]. Cell line: NCIH23. Synergy scores: CSS=41.1, Synergy_ZIP=-0.974, Synergy_Bliss=2.28, Synergy_Loewe=3.28, Synergy_HSA=5.14.